From a dataset of Peptide-MHC class I binding affinity with 185,985 pairs from IEDB/IMGT. Regression. Given a peptide amino acid sequence and an MHC pseudo amino acid sequence, predict their binding affinity value. This is MHC class I binding data. (1) The peptide sequence is WIPKRNRSI. The MHC is HLA-A02:03 with pseudo-sequence HLA-A02:03. The binding affinity (normalized) is 0.0847. (2) The MHC is HLA-A11:01 with pseudo-sequence HLA-A11:01. The binding affinity (normalized) is 0. The peptide sequence is FRALKYDFNH. (3) The MHC is HLA-B51:01 with pseudo-sequence HLA-B51:01. The peptide sequence is MAWGGSYIA. The binding affinity (normalized) is 0.365. (4) The peptide sequence is KRWGYSLNF. The MHC is Patr-A0401 with pseudo-sequence Patr-A0401. The binding affinity (normalized) is 0.463. (5) The peptide sequence is IFMNGTMSQV. The MHC is H-2-Kd with pseudo-sequence H-2-Kd. The binding affinity (normalized) is 0.198. (6) The peptide sequence is ELYKYKVV. The MHC is H-2-Db with pseudo-sequence H-2-Db. The binding affinity (normalized) is 0.